Dataset: Full USPTO retrosynthesis dataset with 1.9M reactions from patents (1976-2016). Task: Predict the reactants needed to synthesize the given product. (1) Given the product [Cl:1][C:2]1[CH:3]=[C:4]([C:5]([NH:34][CH2:33][CH:30]2[CH2:31][CH2:32][NH:27][CH2:28][CH2:29]2)=[O:7])[CH:8]=[CH:9][C:10]=1[C:11]([NH:12][C:13]1[CH:18]=[CH:17][C:16]([Cl:19])=[C:15]([C:20]2[CH:25]=[CH:24][CH:23]=[CH:22][N:21]=2)[CH:14]=1)=[O:26], predict the reactants needed to synthesize it. The reactants are: [Cl:1][C:2]1[CH:3]=[C:4]([CH:8]=[CH:9][C:10]=1[C:11](=[O:26])[NH:12][C:13]1[CH:18]=[CH:17][C:16]([Cl:19])=[C:15]([C:20]2[CH:25]=[CH:24][CH:23]=[CH:22][N:21]=2)[CH:14]=1)[C:5]([OH:7])=O.[NH:27]1[CH2:32][CH2:31][CH:30]([CH2:33][NH2:34])[CH2:29][CH2:28]1. (2) Given the product [Cl:1][C:2]1[CH:7]=[C:6]([Cl:8])[CH:5]=[CH:4][C:3]=1[C:9]1[N:10]=[C:11]([CH2:16][C:17]2[CH:18]=[CH:19][C:20]([C:23]3[CH:24]=[CH:25][C:26]([O:29][C:30]4[CH:31]=[CH:32][C:33]([C:39]([F:42])([F:41])[F:40])=[C:34]([CH:38]=4)[C:35]([NH:47][S:44]([CH3:43])(=[O:46])=[O:45])=[O:37])=[CH:27][CH:28]=3)=[CH:21][CH:22]=2)[N:12]([CH2:14][CH3:15])[CH:13]=1, predict the reactants needed to synthesize it. The reactants are: [Cl:1][C:2]1[CH:7]=[C:6]([Cl:8])[CH:5]=[CH:4][C:3]=1[C:9]1[N:10]=[C:11]([CH2:16][C:17]2[CH:22]=[CH:21][C:20]([C:23]3[CH:28]=[CH:27][C:26]([O:29][C:30]4[CH:31]=[CH:32][C:33]([C:39]([F:42])([F:41])[F:40])=[C:34]([CH:38]=4)[C:35]([OH:37])=O)=[CH:25][CH:24]=3)=[CH:19][CH:18]=2)[N:12]([CH2:14][CH3:15])[CH:13]=1.[CH3:43][S:44]([NH2:47])(=[O:46])=[O:45].F[P-](F)(F)(F)(F)F.FC(N(C)C)=[N+](C)C. (3) Given the product [Cl:1][C:2]1[CH:7]=[CH:6][C:5]([S:8][CH2:9][C:10]2[CH:11]=[C:12]([CH:16]=[CH:17][CH:18]=2)[C:13]([NH:41][CH2:40][CH2:39][N:34]2[CH2:38][CH2:37][CH2:36][CH2:35]2)=[O:14])=[C:4]([NH:19][S:20]([C:23]2[CH:28]=[CH:27][C:26]([Cl:29])=[C:25]([C:30]([F:31])([F:32])[F:33])[CH:24]=2)(=[O:22])=[O:21])[CH:3]=1, predict the reactants needed to synthesize it. The reactants are: [Cl:1][C:2]1[CH:7]=[CH:6][C:5]([S:8][CH2:9][C:10]2[CH:11]=[C:12]([CH:16]=[CH:17][CH:18]=2)[C:13](O)=[O:14])=[C:4]([NH:19][S:20]([C:23]2[CH:28]=[CH:27][C:26]([Cl:29])=[C:25]([C:30]([F:33])([F:32])[F:31])[CH:24]=2)(=[O:22])=[O:21])[CH:3]=1.[N:34]1([CH2:39][CH2:40][NH2:41])[CH2:38][CH2:37][CH2:36][CH2:35]1.C(Cl)CCl.